From a dataset of Reaction yield outcomes from USPTO patents with 853,638 reactions. Predict the reaction yield, written as a fraction of the theoretical maximum amount of product (1.0 means a 100% yield; for example, 0.34 means a 34% yield). (1) The reactants are [CH3:1][C:2]1[C:3]([C:11]2[S:12][CH:13]=[CH:14][CH:15]=2)=[N:4][O:5][C:6]=1[C:7]([F:10])([F:9])[F:8].[C:16]([C:18]1[CH:26]=[CH:25][C:21]([C:22](Cl)=[O:23])=[CH:20][CH:19]=1)#[N:17]. No catalyst specified. The product is [CH3:1][C:2]1[C:3]([C:11]2[S:12][C:13]([C:22]([C:21]3[CH:25]=[CH:26][C:18]([C:16]#[N:17])=[CH:19][CH:20]=3)=[O:23])=[CH:14][CH:15]=2)=[N:4][O:5][C:6]=1[C:7]([F:8])([F:10])[F:9]. The yield is 0.360. (2) The catalyst is CN1C(=O)CCC1. The reactants are [NH2:1][C:2]1[C:11]([Br:12])=[CH:10][CH:9]=[CH:8][C:3]=1[C:4]([NH:6][CH3:7])=[O:5].[CH:13](OC)(OC)OC.Cl.O1CCOCC1.C(=O)(O)[O-].[Na+]. The yield is 0.860. The product is [Br:12][C:11]1[CH:10]=[CH:9][CH:8]=[C:3]2[C:2]=1[N:1]=[CH:7][N:6]([CH3:13])[C:4]2=[O:5]. (3) The reactants are [F:1][C:2]1[CH:7]=[CH:6][C:5]([N:8]2[C:12](=[O:13])[CH2:11][S:10][C:9]2=[S:14])=[CH:4][CH:3]=1.[CH2:15]([O:17][C:18]1[CH:19]=[C:20]([CH:23]=[CH:24][C:25]=1[OH:26])[CH:21]=O)[CH3:16].[C:27]([O-])(=O)C.[NH4+].O. The catalyst is C(O)(=O)C. The product is [F:1][C:2]1[CH:3]=[CH:4][C:5]([N:8]2[C:12](=[O:13])[C:11](=[CH:21][C:20]3[CH:23]=[CH:24][C:25]([OH:26])=[C:18]([O:17][CH2:15][CH:16]=[CH2:27])[CH:19]=3)[S:10][C:9]2=[S:14])=[CH:6][CH:7]=1. The yield is 0.510. (4) The reactants are [Br:1][C:2]1[CH:3]=[C:4]([CH:7]=[CH:8][CH:9]=1)[CH2:5][OH:6].[H-].[Na+].[CH3:12][O:13][CH2:14]Cl. The catalyst is O1CCCC1. The product is [Br:1][C:2]1[CH:9]=[CH:8][CH:7]=[C:4]([CH2:5][O:6][CH2:12][O:13][CH3:14])[CH:3]=1. The yield is 0.830. (5) The catalyst is O1CCCC1.ClCCCl. The product is [OH:1][C:2]1[CH:9]=[C:8]([OH:10])[C:7]([C:25]2([OH:32])[C:26]3[C:31](=[CH:30][CH:29]=[CH:28][CH:27]=3)[N:23]([CH2:22][C:21]3[CH:34]=[CH:35][C:18]([O:17][CH3:16])=[CH:19][CH:20]=3)[C:24]2=[O:33])=[CH:6][C:3]=1[C:4]#[N:5]. The yield is 0.790. The reactants are [OH:1][C:2]1[CH:9]=[C:8]([OH:10])[CH:7]=[CH:6][C:3]=1[C:4]#[N:5].C([Mg]Cl)(C)C.[CH3:16][O:17][C:18]1[CH:35]=[CH:34][C:21]([CH2:22][N:23]2[C:31]3[C:26](=[CH:27][CH:28]=[CH:29][CH:30]=3)[C:25](=[O:32])[C:24]2=[O:33])=[CH:20][CH:19]=1.Cl. (6) The reactants are [C:1]([CH:4]1[O:8][C:7]2[C:9](=[O:19])[C:10]3[C:15]([C:16](=[O:17])[C:6]=2[CH2:5]1)=[C:14]([OH:18])[CH:13]=[CH:12][CH:11]=3)(=[O:3])[CH3:2]. The catalyst is C(Cl)(Cl)Cl.[O-2].[O-2].[Mn+4]. The product is [C:1]([C:4]1[O:8][C:7]2[C:9](=[O:19])[C:10]3[C:15]([C:16](=[O:17])[C:6]=2[CH:5]=1)=[C:14]([OH:18])[CH:13]=[CH:12][CH:11]=3)(=[O:3])[CH3:2].[C:1]([CH:4]1[O:8][C:7]2[C:9](=[O:19])[C:10]3[C:15]([C:16](=[O:17])[C:6]=2[CH2:5]1)=[C:14]([OH:18])[CH:13]=[CH:12][CH:11]=3)(=[O:3])[CH3:2]. The yield is 0.440. (7) The reactants are [Cl:1][C:2]1[CH:7]=[CH:6][CH:5]=[CH:4][C:3]=1[N:8]1[C:17](=[O:18])[C:16]2[C:11](=[CH:12][CH:13]=[C:14]([F:19])[CH:15]=2)[N:10]=[C:9]1[CH3:20].CO[CH:23](OC)[N:24]([CH3:26])[CH3:25]. The catalyst is CN(C)C=O. The product is [Cl:1][C:2]1[CH:7]=[CH:6][CH:5]=[CH:4][C:3]=1[N:8]1[C:17](=[O:18])[C:16]2[C:11](=[CH:12][CH:13]=[C:14]([F:19])[CH:15]=2)[N:10]=[C:9]1[CH:20]=[CH:23][N:24]([CH3:26])[CH3:25]. The yield is 0.900.